Dataset: Forward reaction prediction with 1.9M reactions from USPTO patents (1976-2016). Task: Predict the product of the given reaction. Given the reactants [OH:1][C:2]1[CH:3]=[CH:4][C:5]([CH:8]=[C:9]2[NH:14][C:13](=[O:15])[C:12](=[CH:16][CH2:17][C:18]3[CH:23]=[CH:22][CH:21]=[CH:20][CH:19]=3)[NH:11][C:10]2=[O:24])=[N:6][CH:7]=1.[C:25](Cl)(=[O:32])[C:26]1[CH:31]=[CH:30][CH:29]=[CH:28][CH:27]=1.C(Cl)(Cl)Cl, predict the reaction product. The product is: [C:25]([O:1][C:2]1[CH:3]=[CH:4][C:5]([CH:8]=[C:9]2[NH:14][C:13](=[O:15])[C:12](=[CH:16][CH2:17][C:18]3[CH:19]=[CH:20][CH:21]=[CH:22][CH:23]=3)[NH:11][C:10]2=[O:24])=[N:6][CH:7]=1)(=[O:32])[C:26]1[CH:31]=[CH:30][CH:29]=[CH:28][CH:27]=1.